This data is from Full USPTO retrosynthesis dataset with 1.9M reactions from patents (1976-2016). The task is: Predict the reactants needed to synthesize the given product. (1) Given the product [Cl:26][C:23]1[CH:22]=[CH:21][C:20]([CH2:19][C:13]2[C:12]([C:27]#[N:28])=[C:11]([C:9]3[CH:8]=[CH:7][N:6]=[C:5]([NH:4][C:1](=[O:3])[CH3:2])[CH:10]=3)[S:15][C:14]=2[C:16]2[NH:18][CH:34]=[N:32][N:37]=2)=[CH:25][CH:24]=1, predict the reactants needed to synthesize it. The reactants are: [C:1]([NH:4][C:5]1[CH:10]=[C:9]([C:11]2[S:15][C:14]([C:16]([NH2:18])=O)=[C:13]([CH2:19][C:20]3[CH:25]=[CH:24][C:23]([Cl:26])=[CH:22][CH:21]=3)[C:12]=2[C:27]#[N:28])[CH:8]=[CH:7][N:6]=1)(=[O:3])[CH3:2].COC(OC)[N:32]([CH3:34])C.[NH2:37]N. (2) The reactants are: CN([CH:4]=[C:5]1[C:11](=O)[C:10]2[CH:13]=[CH:14][CH:15]=[CH:16][C:9]=2[NH:8][C:7](=[O:17])[CH2:6]1)C.Cl.[C:19]([NH2:24])(=[NH:23])[CH:20]([CH3:22])[CH3:21]. Given the product [CH3:21][CH:20]([C:19]1[N:23]=[CH:4][C:5]2[CH2:6][C:7](=[O:17])[NH:8][C:9]3[CH:16]=[CH:15][CH:14]=[CH:13][C:10]=3[C:11]=2[N:24]=1)[CH3:22], predict the reactants needed to synthesize it. (3) Given the product [NH2:16][CH2:17][C:18]([NH:20][C@H:21]1[CH2:37][C@@H:36]2[C@@:24]([CH3:47])([C@@H:25]3[C@@H:33]([CH2:34][CH2:35]2)[C@:32]2([OH:38])[C@@:28]([CH3:46])([C@@H:29]([C:39]4[CH:40]=[CH:41][C:42](=[O:45])[O:43][CH:44]=4)[CH2:30][CH2:31]2)[CH2:27][CH2:26]3)[CH2:23][CH2:22]1)=[O:19], predict the reactants needed to synthesize it. The reactants are: C1C2C(OC(=O)[N:16](C)[CH2:17][C:18]([NH:20][C@H:21]3[CH2:37][C@@H:36]4[C@@:24]([CH3:47])([C@@H:25]5[C@@H:33]([CH2:34][CH2:35]4)[C@:32]4([OH:38])[C@@:28]([CH3:46])([C@@H:29]([C:39]6[CH:40]=[CH:41][C:42](=[O:45])[O:43][CH:44]=6)[CH2:30][CH2:31]4)[CH2:27][CH2:26]5)[CH2:23][CH2:22]3)=[O:19])C3C(=CC=CC=3)C=2C=CC=1. (4) Given the product [Cl:10][C:11]1[CH:12]=[N:13][CH:14]=[C:15]([Cl:18])[C:16]=1[N:7]1[CH2:8][CH2:9][N:4]([C:1](=[O:3])[CH3:2])[CH2:5][CH2:6]1, predict the reactants needed to synthesize it. The reactants are: [C:1]([N:4]1[CH2:9][CH2:8][NH:7][CH2:6][CH2:5]1)(=[O:3])[CH3:2].[Cl:10][C:11]1[CH:12]=[N:13][CH:14]=[C:15]([Cl:18])[C:16]=1Cl.C(N(CC)CC)C. (5) Given the product [Br:1][C:2]1[CH:3]=[CH:4][C:5]([CH:8]2[CH2:14][CH2:13][O:10][C:9]2=[O:11])=[CH:6][CH:7]=1, predict the reactants needed to synthesize it. The reactants are: [Br:1][C:2]1[CH:7]=[CH:6][C:5]([CH2:8][C:9]([OH:11])=[O:10])=[CH:4][CH:3]=1.[Li+].[CH3:13][CH:14]([N-]C(C)C)C.BrCCO[Si](C(C)(C)C)(C)C.Cl. (6) Given the product [Cl:1][C:2]1[CH:3]=[N:4][C:5]2[N:6]([N:8]=[C:9]([C:11]([N:24]3[CH2:25][CH:26]=[C:21]([C:18]4[CH:17]=[CH:16][C:15]([F:14])=[CH:20][CH:19]=4)[CH2:22][CH:23]3[CH3:27])=[O:13])[CH:10]=2)[CH:7]=1, predict the reactants needed to synthesize it. The reactants are: [Cl:1][C:2]1[CH:3]=[N:4][C:5]2[N:6]([N:8]=[C:9]([C:11]([OH:13])=O)[CH:10]=2)[CH:7]=1.[F:14][C:15]1[CH:20]=[CH:19][C:18]([C:21]2[CH2:22][CH:23]([CH3:27])[NH:24][CH2:25][CH:26]=2)=[CH:17][CH:16]=1. (7) Given the product [C:11]1([CH:17]([NH:19][C:2]2[CH:10]=[CH:9][C:5]3[N:6]=[CH:7][NH:8][C:4]=3[CH:3]=2)[CH3:18])[CH:16]=[CH:15][CH:14]=[CH:13][CH:12]=1, predict the reactants needed to synthesize it. The reactants are: Br[C:2]1[CH:10]=[CH:9][C:5]2[N:6]=[CH:7][NH:8][C:4]=2[CH:3]=1.[C:11]1([CH:17]([NH2:19])[CH3:18])[CH:16]=[CH:15][CH:14]=[CH:13][CH:12]=1.C1(P(C2CCCCC2)C2C=CC=CC=2C2C=CC=CC=2N(C)C)CCCCC1.C[Si]([N-][Si](C)(C)C)(C)C.[Li+].C1COCC1. (8) Given the product [OH:3][C@H:4]1[CH2:8][CH2:7][CH2:6][C@@H:5]1[NH:9][C:10](=[O:16])[O:11][C:12]([CH3:14])([CH3:13])[CH3:15], predict the reactants needed to synthesize it. The reactants are: C[Si](C)(C)[O:3][C@H:4]1[CH2:8][CH2:7][CH2:6][C@@H:5]1[NH:9][C:10](=[O:16])[O:11][C:12]([CH3:15])([CH3:14])[CH3:13].[F-].C([N+](CCCC)(CCCC)CCCC)CCC.O. (9) The reactants are: [CH3:1][C@H:2]1[C:3](=[O:39])[NH:4][C:5]2[CH:6]=[N:7][N:8]([CH2:31][O:32][CH2:33][CH2:34][Si:35]([CH3:38])([CH3:37])[CH3:36])[C:9]=2[C:10]2[CH:11]=[CH:12][N:13]=[C:14]([CH:30]=2)[C@@H:15]([NH:19]C(=O)OCC2C=CC=CC=2)[CH2:16][CH:17]=[CH:18]1. Given the product [NH2:19][C@@H:15]1[C:14]2[CH:30]=[C:10]([CH:11]=[CH:12][N:13]=2)[C:9]2[N:8]([CH2:31][O:32][CH2:33][CH2:34][Si:35]([CH3:37])([CH3:36])[CH3:38])[N:7]=[CH:6][C:5]=2[NH:4][C:3](=[O:39])[C@H:2]([CH3:1])[CH2:18][CH2:17][CH2:16]1, predict the reactants needed to synthesize it.